Dataset: Reaction yield outcomes from USPTO patents with 853,638 reactions. Task: Predict the reaction yield, written as a fraction of the theoretical maximum amount of product (1.0 means a 100% yield; for example, 0.34 means a 34% yield). (1) The reactants are [Br:1][C:2]1[N:10]([CH2:11]C2C=CC(Cl)=CC=2)[C:9]2[C:8](=[O:19])[NH:7][C:6](=[O:20])[N:5]([CH3:21])[C:4]=2[N:3]=1.C(=O)([O-])[O-].[K+].[K+].[CH3:28][Si:29]([CH3:36])([CH3:35])[CH2:30][CH2:31][O:32]CCl. The catalyst is CN(C=O)C. The product is [Br:1][C:2]1[N:10]([CH2:11][O:32][CH2:31][CH2:30][Si:29]([CH3:36])([CH3:35])[CH3:28])[C:9]2[C:8](=[O:19])[NH:7][C:6](=[O:20])[N:5]([CH3:21])[C:4]=2[N:3]=1. The yield is 0.749. (2) The reactants are [F:1][C:2]([F:11])([F:10])[C:3]1[CH:8]=[CH:7][C:6]([OH:9])=[CH:5][CH:4]=1.F[C:13]1[CH:20]=[CH:19][C:16]([CH:17]=[O:18])=[CH:15][CH:14]=1.C([O-])([O-])=O.[Cs+].[Cs+]. The catalyst is CN(C=O)C.O. The product is [F:1][C:2]([F:10])([F:11])[C:3]1[CH:4]=[CH:5][C:6]([O:9][C:13]2[CH:20]=[CH:19][C:16]([CH:17]=[O:18])=[CH:15][CH:14]=2)=[CH:7][CH:8]=1. The yield is 0.950. (3) The reactants are Br[C:2]1[C:7]2[S:8][C:9]([CH3:11])=[CH:10][C:6]=2[CH:5]=[CH:4][CH:3]=1.C([Li])CCC.[C:17](=[O:19])=[O:18]. The catalyst is O1CCCC1.C(OCC)C. The product is [CH3:11][C:9]1[S:8][C:7]2[C:2]([C:17]([OH:19])=[O:18])=[CH:3][CH:4]=[CH:5][C:6]=2[CH:10]=1. The yield is 0.312. (4) The reactants are C(OC([NH:8][C:9]([CH3:27])([CH3:26])[CH2:10][CH2:11][N:12]1[C:16]2[CH:17]=[CH:18][CH:19]=[C:20]([C:21]([O:23][CH2:24][CH3:25])=[O:22])[C:15]=2[N:14]=[CH:13]1)=O)(C)(C)C.FC(F)(F)C(O)=O. The catalyst is ClCCl. The product is [NH2:8][C:9]([CH3:26])([CH3:27])[CH2:10][CH2:11][N:12]1[C:16]2[CH:17]=[CH:18][CH:19]=[C:20]([C:21]([O:23][CH2:24][CH3:25])=[O:22])[C:15]=2[N:14]=[CH:13]1. The yield is 0.990. (5) The reactants are [CH2:1]([N:5]([CH2:16][CH2:17][CH2:18][CH3:19])[C:6]1[CH:13]=[CH:12][C:9]([CH:10]=O)=[C:8]([O:14][CH3:15])[CH:7]=1)[CH2:2][CH2:3][CH3:4].[C:20]([C:22]1[C:23](=[C:38]([C:41]#[N:42])[C:39]#[N:40])[O:24][C:25]([C:32]2[CH:37]=[CH:36][CH:35]=[CH:34][CH:33]=2)([C:28]([F:31])([F:30])[F:29])[C:26]=1[CH3:27])#[N:21]. The catalyst is C(O)C. The product is [CH2:1]([N:5]([CH2:16][CH2:17][CH2:18][CH3:19])[C:6]1[CH:13]=[CH:12][C:9]([CH:10]=[CH:27][C:26]2[C:25]([C:32]3[CH:33]=[CH:34][CH:35]=[CH:36][CH:37]=3)([C:28]([F:31])([F:29])[F:30])[O:24][C:23](=[C:38]([C:41]#[N:42])[C:39]#[N:40])[C:22]=2[C:20]#[N:21])=[C:8]([O:14][CH3:15])[CH:7]=1)[CH2:2][CH2:3][CH3:4]. The yield is 0.852. (6) The reactants are [Cl:1][C:2]1[C:3]([C:19]2[C:27]3[C:22](=[CH:23][CH:24]=[CH:25][CH:26]=3)[NH:21][CH:20]=2)=[N:4][C:5]([NH:8][C@@H:9]2[CH2:14][N:13]([CH3:15])[CH2:12][C@@H:11]([C:16](O)=[O:17])[CH2:10]2)=[N:6][CH:7]=1.C(Cl)(=O)OC(C)C.N#N.[NH2:37][C:38]1[CH:43]=[CH:42][C:41]([NH:44][C:45](=[O:51])[O:46][C:47]([CH3:50])([CH3:49])[CH3:48])=[CH:40][CH:39]=1. The catalyst is C1COCC1.C(Cl)Cl. The product is [Cl:1][C:2]1[C:3]([C:19]2[C:27]3[C:22](=[CH:23][CH:24]=[CH:25][CH:26]=3)[NH:21][CH:20]=2)=[N:4][C:5]([NH:8][C@@H:9]2[CH2:14][N:13]([CH3:15])[CH2:12][C@@H:11]([C:16]([NH:37][C:38]3[CH:39]=[CH:40][C:41]([NH:44][C:45](=[O:51])[O:46][C:47]([CH3:49])([CH3:48])[CH3:50])=[CH:42][CH:43]=3)=[O:17])[CH2:10]2)=[N:6][CH:7]=1. The yield is 0.258.